Dataset: Catalyst prediction with 721,799 reactions and 888 catalyst types from USPTO. Task: Predict which catalyst facilitates the given reaction. (1) Reactant: [Br:1][C:2]1[CH:7]=[C:6]([F:8])[C:5]([OH:9])=[C:4]([F:10])[CH:3]=1.C([O-])([O-])=O.[Cs+].[Cs+].[CH2:17](Br)[C:18]1[CH:23]=[CH:22][CH:21]=[CH:20][CH:19]=1. Product: [C:18]1([CH2:17][O:9][C:5]2[C:6]([F:8])=[CH:7][C:2]([Br:1])=[CH:3][C:4]=2[F:10])[CH:23]=[CH:22][CH:21]=[CH:20][CH:19]=1. The catalyst class is: 3. (2) Reactant: [CH3:1][O:2][CH2:3][CH2:4][C:5]1([C:18]([O-])=[O:19])[CH2:10][CH2:9][N:8]([C:11]([O:13][C:14]([CH3:17])([CH3:16])[CH3:15])=[O:12])[CH2:7][CH2:6]1.[H-].C([Al+]CC(C)C)C(C)C.C(O)(C)C.Cl. Product: [C:14]([O:13][C:11]([N:8]1[CH2:9][CH2:10][C:5]([CH:18]=[O:19])([CH2:4][CH2:3][O:2][CH3:1])[CH2:6][CH2:7]1)=[O:12])([CH3:17])([CH3:16])[CH3:15]. The catalyst class is: 2. (3) Reactant: [F:1][C:2]1[CH:3]=[C:4]([C:8]2[CH:9]=[C:10]3[C:15](=[CH:16][CH:17]=2)[N:14]=[CH:13][CH:12]=[C:11]3[S:18][C:19]2([C:23]([O:25]CC)=[O:24])[CH2:22][CH2:21][CH2:20]2)[CH:5]=[CH:6][CH:7]=1.O.[OH-].[Li+].Cl. Product: [F:1][C:2]1[CH:3]=[C:4]([C:8]2[CH:9]=[C:10]3[C:15](=[CH:16][CH:17]=2)[N:14]=[CH:13][CH:12]=[C:11]3[S:18][C:19]2([C:23]([OH:25])=[O:24])[CH2:20][CH2:21][CH2:22]2)[CH:5]=[CH:6][CH:7]=1. The catalyst class is: 193.